Dataset: Forward reaction prediction with 1.9M reactions from USPTO patents (1976-2016). Task: Predict the product of the given reaction. (1) Given the reactants [Cl:1][C:2]1[CH:9]=[C:8]([C:10]([F:13])([F:12])[F:11])[CH:7]=[CH:6][C:3]=1[CH2:4]O.N1C=CC=CC=1.O1CCCC1.S(Cl)([Cl:27])=O, predict the reaction product. The product is: [Cl:1][C:2]1[CH:9]=[C:8]([C:10]([F:13])([F:12])[F:11])[CH:7]=[CH:6][C:3]=1[CH2:4][Cl:27]. (2) The product is: [NH2:17][N:12]1[C:11]2[CH:13]=[CH:14][CH:15]=[CH:16][C:10]=2[O:9][CH2:8][C@H:7]1[CH:1]1[CH2:2][CH2:3][CH2:4][CH2:5][CH2:6]1. Given the reactants [CH:1]1([C@H:7]2[NH:12][C:11]3[CH:13]=[CH:14][CH:15]=[CH:16][C:10]=3[O:9][CH2:8]2)[CH2:6][CH2:5][CH2:4][CH2:3][CH2:2]1.[N:17]([O-])=O.[Na+].Cl.[H-].[Al+3].[Li+].[H-].[H-].[H-].O1CCCC1, predict the reaction product. (3) Given the reactants Cl.[O:2]=[C:3]1[NH:12][C:11]2[N:10]=[CH:9][C:8](/[CH:13]=[CH:14]/[C:15]([OH:17])=O)=[CH:7][C:6]=2[CH2:5][CH2:4]1.F[C:19](F)(F)C(O)=O.[NH:25]1[CH2:29][CH2:28][CH2:27][C@@H:26]1[C:30]1[O:31][C:32]2[CH:38]=[CH:37][CH:36]=[CH:35][C:33]=2[N:34]=1.CCN(C(C)C)C(C)C.CCN=C=NCCCN(C)C, predict the reaction product. The product is: [O:31]1[C:32]2[CH:38]=[CH:37][CH:36]=[CH:35][C:33]=2[N:34]=[C:30]1[CH:26]1[CH2:19][CH2:27][CH2:28][CH2:29][N:25]1[C:15](=[O:17])/[CH:14]=[CH:13]/[C:8]1[CH:7]=[C:6]2[C:11](=[N:10][CH:9]=1)[NH:12][C:3](=[O:2])[CH2:4][CH2:5]2. (4) Given the reactants [F:1][C:2]1[CH:3]=[C:4]2[C:8](=[CH:9][CH:10]=1)[NH:7][N:6]=[C:5]2[I:11].Br[CH:13]1[CH2:17][CH2:16][CH2:15][CH2:14]1, predict the reaction product. The product is: [CH:13]1([N:7]2[C:8]3[C:4](=[CH:3][C:2]([F:1])=[CH:10][CH:9]=3)[C:5]([I:11])=[N:6]2)[CH2:17][CH2:16][CH2:15][CH2:14]1.